From a dataset of Drug-target binding data from BindingDB using IC50 measurements. Regression. Given a target protein amino acid sequence and a drug SMILES string, predict the binding affinity score between them. We predict pIC50 (pIC50 = -log10(IC50 in M); higher means more potent). Dataset: bindingdb_ic50. (1) The drug is O=C(NCCCNc1nc(Nc2cccnc2)ncc1C1CC1)C1CCC1. The target protein (Q9WUN2) has sequence MQSTSNHLWLLSDILGQGATANVFRGRHKKTGDLYAVKVFNNISFLRPVDVQMREFEVLKKLNHKNIVKLFAIEEETTTRHKVLIMEFCPCGSLYTVLEEPSNAYGLPESEFLIVLRDVVGGMNHLRENGIVHRDIKPGNIMRVIGEDGQSVYKLTDFGAARELEDDEQFVSLYGTEEYLHPDMYERAVLRKDHQKKYGATVDLWSVGVTFYHAATGSLPFRPFEGPRRNKEVMYKIITGKPSGAISGVQKAENGPIDWSGDMPLSCSLSQGLQALLTPVLANILEADQEKCWGFDQFFAETSDVLHRMVIHVFSLQHMTAHKIYIHSYNTAAVFHELVYKQTKIVSSNQELIYEGRRLVLELGRLAQHFPKTTEENPIFVTSREQLNTVGLRYEKISLPKIHPRYDLDGDASMAKAVTGVVCYACRTASTLLLYQELMRKGVRWLVELVKDDYNETVHKKTEVVITLDFCIRNIEKTVKVYEKLMKVNLEAAELGEISD.... The pIC50 is 6.0. (2) The drug is Cc1ccncc1-n1ncc2c(=O)[nH]c(C3CCC3c3ncccn3)nc21. The target protein sequence is MGSGSSSYRPKAIYLDIDGRIQKVIFSKYCNSSDIMDLFCIATGLPRNTTISLLTTDDAMVSIDPTMPANSERTPYKVRPVAIKQLSEREELIQSVLAQVAEQFSRAFKINELKAEVANHLAVLEKRVELEGLKVVEIEKCKSDIKKMREELAARSSRTNCPCKYSFLDNHKKLTPRRDVPTYPKYLLSPETIEALRKPTFDVWLWEPNEMLSCLEHMYHDLGLVRDFSINPVTLRRWLFCVHDNYRNNPFHNFRHCFCVAQMMYSMVWLCSLQEKFSQTDILILMTAAICHDLDHPGYNNTYQINARTELAVRYNDISPLENHHCAVAFQILAEPECNIFSNIPPDGFKQIRQGMITLILATDMARHAEIMDSFKEKMENFDYSNEEHMTLLKMILIKCCDISNEVRPMEVAEPWVDCLLEEYFMQSDREKSEGLPVAPFMDRDKVTKATAQIGFIKFVLIPMFETVTKLFPMVEEIMLQPLWESRDRYEELKRIDDAM.... The pIC50 is 8.0. (3) The small molecule is Cc1nc(Nc2ncc(C(=O)Nc3c(C)cccc3Cl)s2)cc(N2CCN(CCO)CC2)n1. The target protein (Q01538) has sequence MSLENEDKRARTRSKALRGPPETTAADLSCPTPGCTGSGHVRGKYSRHRSLQSCPLAKKRKLEGAEAEHLVSKRKSHPLKLALDEGYGVDSDGSEDTEVKDASVSDESEGTLEGAEAETSGQDEIHRPETAEGRSPVKSHFGSNPIGSATASSKGSYSSYQGIIATSLLNLGQIAEETLVEEDLGQAAKPGPGIVHLLQEAAEGAASEEGEKGLFIQPEDAEEVVEVTTERSQDLCPQSLEDAASEESSKQKGILSHEEEDEEEEEEEEEEEEDEEEEEEEEEEEEEEEEEEEEEEEEEEEEEEEEAAPDVIFQEDTSHTSAQKAPELRGPESPSPKPEYSVIVEVRSDDDKDEDTHSRKSTVTDESEMQDMMTRGNLGLLEQAIALKAEQVRTVCEPGCPPAEQSQLGLGEPGKAAKPLDTVRKSYYSKDPSRAEKREIKCPTPGCDGTGHVTGLYPHHRSLSGCPHKDRIPPEILAMHENVLKCPTPGCTGQGHVNSN.... The pIC50 is 7.2. (4) The target protein (P0A0K8) has sequence MVTALSDVNNTDNYGAGQIQVLEGLEAVRKRPGMYIGSTSERGLHHLVWEIVDNSIDEALAGYANQIEVVIEKDNWIKVTDNGRGIPVDIQEKMGRPAVEVILTVLHAGGKFGGGGYKVSGGLHGVGSSVVNALSQDLEVYVHRNETIYHQAYKKGVPQFDLKEVGTTDKTGTVIRFKADGEIFTETTVYNYETLQQRIRELAFLNKGIQITLRDERDEENVREDSYHYEGGIKSYVELLNENKEPIHDEPIYIHQSKDDIEVEIAIQYNSGYATNLLTYANNIHTYEGGTHEDGFKRALTRVLNSYGLSSKIMKEEKDRLSGEDTREGMTAIISIKHGDPQFEGQTKTKLGNSEVRQVVDKLFSEHFERFLYENPQVARTVVEKGIMAARARVAAKKAREVTRRKSALDVASLPGKLADCSSKSPEECEIFLVEGDSAGGSTKSGRDSRTQAILPLRGKILNVEKARLDRILNNNEIRQMITAFGTGIGGDFDLAKARY.... The pIC50 is 7.9. The compound is CCCn1c(=O)ccc2c(-c3nc(C(=O)N(C)C)c(-c4cccnc4)s3)n[nH]c21.